Dataset: Full USPTO retrosynthesis dataset with 1.9M reactions from patents (1976-2016). Task: Predict the reactants needed to synthesize the given product. (1) Given the product [C:29]([O:28][C:26](=[O:27])[NH:33][CH2:34][CH:35]([C:9]([N:11]1[CH2:15][CH:14]([Cl:16])[CH:13]2[O:17][CH2:18][C:19]([O:20][CH3:21])([O:22][CH3:23])[CH:12]12)=[O:10])[CH:36]([CH3:37])[CH3:38])([CH3:32])([CH3:31])[CH3:30], predict the reactants needed to synthesize it. The reactants are: C(O[C:9]([N:11]1[CH2:15][CH:14]([Cl:16])[CH:13]2[O:17][CH2:18][C:19]([O:22][CH3:23])([O:20][CH3:21])[CH:12]12)=[O:10])C1C=CC=CC=1.[H][H].[C:26]([NH:33][C@H:34](C(O)=O)[CH2:35][CH:36]([CH3:38])[CH3:37])([O:28][C:29]([CH3:32])([CH3:31])[CH3:30])=[O:27].CN(C(ON1N=NC2C=CC=NC1=2)=[N+](C)C)C.F[P-](F)(F)(F)(F)F. (2) Given the product [Si:1]([O:18][CH2:19][C@@H:20]1[C@@H:27]2[C@@H:23]([O:24][CH:25]([OH:28])[CH2:26]2)[CH2:22][C@@H:21]1[F:29])([C:14]([CH3:16])([CH3:17])[CH3:15])([C:8]1[CH:13]=[CH:12][CH:11]=[CH:10][CH:9]=1)[C:2]1[CH:7]=[CH:6][CH:5]=[CH:4][CH:3]=1, predict the reactants needed to synthesize it. The reactants are: [Si:1]([O:18][CH2:19][C@@H:20]1[C@@H:27]2[C@@H:23]([O:24][C:25](=[O:28])[CH2:26]2)[CH2:22][C@@H:21]1[F:29])([C:14]([CH3:17])([CH3:16])[CH3:15])([C:8]1[CH:13]=[CH:12][CH:11]=[CH:10][CH:9]=1)[C:2]1[CH:7]=[CH:6][CH:5]=[CH:4][CH:3]=1.CC(C[AlH]CC(C)C)C. (3) Given the product [Br:23][C:24]1[CH:25]=[C:26]([S:33]([NH:36][C:37]2[C:42]([OH:43])=[CH:41][C:40]([Cl:45])=[CH:39][N:38]=2)(=[O:34])=[O:35])[CH:27]=[N:28][C:29]=1[N:30]([CH3:32])[CH3:31], predict the reactants needed to synthesize it. The reactants are: ClC1N=NC(NS(CC2C=C(C#N)C=CC=2Cl)(=O)=O)=C(O)C=1.[Br:23][C:24]1[CH:25]=[C:26]([S:33]([NH:36][C:37]2[C:42]([O:43]C)=[CH:41][C:40]([Cl:45])=[CH:39][N:38]=2)(=[O:35])=[O:34])[CH:27]=[N:28][C:29]=1[N:30]([CH3:32])[CH3:31].ClC1N=NC(NS(CC2C=C(C#N)C=CC=2Cl)(=O)=O)=C(OC)C=1. (4) Given the product [Cl:16][C:17]1[S:21][C:20]([C:22]2[CH:30]=[CH:29][C:25]([C:26]([NH:15][CH2:14][CH2:13][C:10]3[CH:11]=[CH:12][C:7]([CH2:6][N:1]4[CH2:5][CH2:4][CH2:3][CH2:2]4)=[CH:8][CH:9]=3)=[O:27])=[CH:24][CH:23]=2)=[CH:19][CH:18]=1, predict the reactants needed to synthesize it. The reactants are: [N:1]1([CH2:6][C:7]2[CH:12]=[CH:11][C:10]([CH2:13][CH2:14][NH2:15])=[CH:9][CH:8]=2)[CH2:5][CH2:4][CH2:3][CH2:2]1.[Cl:16][C:17]1[S:21][C:20]([C:22]2[CH:30]=[CH:29][C:25]([C:26](O)=[O:27])=[CH:24][CH:23]=2)=[CH:19][CH:18]=1.